This data is from Catalyst prediction with 721,799 reactions and 888 catalyst types from USPTO. The task is: Predict which catalyst facilitates the given reaction. (1) Reactant: Br[CH2:2][C:3]([C:5]1[CH:10]=[CH:9][C:8]([C:11]([F:14])([F:13])[F:12])=[C:7]([F:15])[CH:6]=1)=O.[C:16]([NH:19][C:20]([NH2:22])=[NH:21])(=[O:18])[CH3:17]. Product: [F:15][C:7]1[CH:6]=[C:5]([C:3]2[N:21]=[C:20]([NH:19][C:16](=[O:18])[CH3:17])[NH:22][CH:2]=2)[CH:10]=[CH:9][C:8]=1[C:11]([F:14])([F:13])[F:12]. The catalyst class is: 647. (2) The catalyst class is: 139. Product: [CH3:43][N:44]([CH2:45][CH2:46][CH3:47])[C:7]([C:5]1[CH:6]=[N:1][CH:2]=[C:3]([CH:4]=1)[C:10]([OH:12])=[O:11])=[O:9]. Reactant: [N:1]1[CH:6]=[C:5]([C:7]([OH:9])=O)[CH:4]=[C:3]([C:10]([OH:12])=[O:11])[CH:2]=1.C(N(C(C)C)CC)(C)C.C1C=CC(C(Cl)(C2C(Cl)=CC=CC=2)C2C=CC=CC=2)=CC=1.[CH3:43][NH:44][CH2:45][CH2:46][CH3:47].F[P-](F)(F)(F)(F)F.N1(O[P+](N2CCCC2)(N2CCCC2)N2CCCC2)C2C=CC=CC=2N=N1. (3) Reactant: CSC.C([O:11][C:12]1[CH:17]=[CH:16][CH:15]=[CH:14][C:13]=1[CH2:18][C:19]1[CH:24]=[CH:23][C:22]([CH:25]2[CH2:27][CH2:26]2)=[CH:21][CH:20]=1)C1C=CC=CC=1.O. Product: [CH:25]1([C:22]2[CH:23]=[CH:24][C:19]([CH2:18][C:13]3[CH:14]=[CH:15][CH:16]=[CH:17][C:12]=3[OH:11])=[CH:20][CH:21]=2)[CH2:26][CH2:27]1. The catalyst class is: 2. (4) Reactant: Br[CH:2]([CH2:15][CH2:16][CH3:17])[C:3]([NH:5][C:6]1[CH:11]=[C:10]([CH3:12])[CH:9]=[C:8]([CH3:13])[C:7]=1[OH:14])=[O:4].C(=O)([O-])[O-].[K+].[K+].C(OCC)(=O)C.O. Product: [CH3:12][C:10]1[CH:9]=[C:8]([CH3:13])[C:7]2[O:14][CH:2]([CH2:15][CH2:16][CH3:17])[C:3](=[O:4])[NH:5][C:6]=2[CH:11]=1. The catalyst class is: 9. (5) Reactant: CC(C)=O.OS(O)(=O)=O.O=[Cr](=O)=O.[F:14][C:15]1[CH:20]=[C:19]([O:21][CH3:22])[CH:18]=[CH:17][C:16]=1[CH:23]([C:25]1[CH:34]=[CH:33][C:32]2[C:27](=[CH:28][CH:29]=[C:30]([O:35][CH3:36])[CH:31]=2)[CH:26]=1)[OH:24].CC(C)=O. Product: [F:14][C:15]1[CH:20]=[C:19]([O:21][CH3:22])[CH:18]=[CH:17][C:16]=1[C:23]([C:25]1[CH:34]=[CH:33][C:32]2[C:27](=[CH:28][CH:29]=[C:30]([O:35][CH3:36])[CH:31]=2)[CH:26]=1)=[O:24]. The catalyst class is: 6. (6) Reactant: [F:1][C:2]([F:20])([F:19])[C:3]1[CH:4]=[C:5]([CH:9]2[CH2:14][CH:13]([C:15]([O:17][CH3:18])=[O:16])[CH2:12][CH2:11][NH:10]2)[CH:6]=[CH:7][CH:8]=1.CCN(C(C)C)C(C)C.Cl[C:31]([O:33][CH3:34])=[O:32]. Product: [F:20][C:2]([F:19])([F:1])[C:3]1[CH:4]=[C:5]([CH:9]2[CH2:14][CH:13]([C:15]([O:17][CH3:18])=[O:16])[CH2:12][CH2:11][N:10]2[C:31]([O:33][CH3:34])=[O:32])[CH:6]=[CH:7][CH:8]=1. The catalyst class is: 2. (7) Reactant: CO[C:3](=[O:13])[CH:4](O)[C:5]1[CH:10]=[CH:9][C:8]([F:11])=[CH:7][CH:6]=1.[F:14][C:15]1[CH:20]=[CH:19][C:18]([SH:21])=[CH:17][CH:16]=1.[NH2:22][C:23]1[CH:28]=[CH:27][CH:26]=[CH:25][N:24]=1. Product: [F:11][C:8]1[CH:7]=[CH:6][C:5]([CH:4]([S:21][C:18]2[CH:19]=[CH:20][C:15]([F:14])=[CH:16][CH:17]=2)[C:3]([NH:22][C:23]2[CH:28]=[CH:27][CH:26]=[CH:25][N:24]=2)=[O:13])=[CH:10][CH:9]=1. The catalyst class is: 1. (8) Reactant: [CH3:1][C:2]1([CH3:14])[C:6]([CH3:8])([CH3:7])[O:5][B:4]([C:9]2[CH:10]=[N:11][NH:12][CH:13]=2)[O:3]1.C(=O)([O-])[O-].[Cs+].[Cs+].Cl[CH2:22][C:23]([N:25]([CH3:27])[CH3:26])=[O:24]. Product: [CH3:26][N:25]([CH3:27])[C:23](=[O:24])[CH2:22][N:12]1[CH:13]=[C:9]([B:4]2[O:5][C:6]([CH3:7])([CH3:8])[C:2]([CH3:14])([CH3:1])[O:3]2)[CH:10]=[N:11]1. The catalyst class is: 18.